This data is from Forward reaction prediction with 1.9M reactions from USPTO patents (1976-2016). The task is: Predict the product of the given reaction. (1) Given the reactants [Cl:1][C:2]1[CH:3]=[CH:4][C:5]2[N:11]3[CH:12]=[CH:13][CH:14]=[C:10]3[C@@H:9]([CH2:15][CH2:16][N:17]3[CH:21]=[N:20][C:19]([C:22]([O:24]C)=[O:23])=[N:18]3)[O:8][C@H:7]([C:26]3[CH:31]=[CH:30][CH:29]=[C:28]([O:32][CH3:33])[C:27]=3[O:34][CH3:35])[C:6]=2[CH:36]=1.C(=O)([O-])[O-].[K+].[K+], predict the reaction product. The product is: [Cl:1][C:2]1[CH:3]=[CH:4][C:5]2[N:11]3[CH:12]=[CH:13][CH:14]=[C:10]3[C@@H:9]([CH2:15][CH2:16][N:17]3[CH:21]=[N:20][C:19]([C:22]([OH:24])=[O:23])=[N:18]3)[O:8][C@H:7]([C:26]3[CH:31]=[CH:30][CH:29]=[C:28]([O:32][CH3:33])[C:27]=3[O:34][CH3:35])[C:6]=2[CH:36]=1. (2) Given the reactants [F:1][C:2]([F:38])([F:37])[C:3]1[CH:8]=[C:7]([C:9]2[O:13][N:12]=[C:11]([C:14]3[CH:30]=[CH:29][C:17]4[CH2:18][CH2:19][N:20]([CH2:23][C:24]([O:26]CC)=[O:25])[CH2:21][CH2:22][C:16]=4[CH:15]=3)[N:10]=2)[CH:6]=[CH:5][C:4]=1[C:31]1[CH:36]=[CH:35][CH:34]=[CH:33][CH:32]=1.[OH-].[Na+], predict the reaction product. The product is: [F:38][C:2]([F:1])([F:37])[C:3]1[CH:8]=[C:7]([C:9]2[O:13][N:12]=[C:11]([C:14]3[CH:30]=[CH:29][C:17]4[CH2:18][CH2:19][N:20]([CH2:23][C:24]([OH:26])=[O:25])[CH2:21][CH2:22][C:16]=4[CH:15]=3)[N:10]=2)[CH:6]=[CH:5][C:4]=1[C:31]1[CH:32]=[CH:33][CH:34]=[CH:35][CH:36]=1. (3) Given the reactants Br[C:2]1[CH:16]=[CH:15][C:5]2[N:6]=[C:7]([C:9]3[CH:14]=[CH:13][CH:12]=[CH:11][CH:10]=3)[O:8][C:4]=2[CH:3]=1.CON(C)[C:20](=[O:25])[CH2:21][CH:22]([CH3:24])[CH3:23], predict the reaction product. The product is: [CH3:23][CH:22]([CH3:24])[CH2:21][C:20]([C:2]1[CH:16]=[CH:15][C:5]2[N:6]=[C:7]([C:9]3[CH:14]=[CH:13][CH:12]=[CH:11][CH:10]=3)[O:8][C:4]=2[CH:3]=1)=[O:25]. (4) The product is: [Cl:8][C:9]1[C:10]([CH3:49])=[C:11]([NH:15][C:16]([C:18]2[C:26]3[N:25]=[C:24]([NH:27][CH2:28][C:29]([OH:31])=[O:30])[NH:23][C:22]=3[CH:21]=[C:20]([NH:36][C:37]([C:39]3[CH:44]=[CH:43][CH:42]=[CH:41][C:40]=3[C:45]([F:46])([F:47])[F:48])=[O:38])[CH:19]=2)=[O:17])[CH:12]=[CH:13][CH:14]=1. Given the reactants C(O)(C(F)(F)F)=O.[Cl:8][C:9]1[C:10]([CH3:49])=[C:11]([NH:15][C:16]([C:18]2[C:26]3[N:25]=[C:24]([NH:27][CH2:28][C:29]([O:31]C(C)(C)C)=[O:30])[NH:23][C:22]=3[CH:21]=[C:20]([NH:36][C:37]([C:39]3[CH:44]=[CH:43][CH:42]=[CH:41][C:40]=3[C:45]([F:48])([F:47])[F:46])=[O:38])[CH:19]=2)=[O:17])[CH:12]=[CH:13][CH:14]=1, predict the reaction product. (5) Given the reactants C[O:2][C:3]([C:5]1[CH:26]=[CH:25][C:8]2[N:9]([CH3:24])[C:10]([NH:12][C:13]3[S:14][C:15]4[CH:21]=[C:20]([F:22])[C:19]([F:23])=[CH:18][C:16]=4[N:17]=3)=[N:11][C:7]=2[CH:6]=1)=[O:4].[OH-].[Li+], predict the reaction product. The product is: [F:23][C:19]1[C:20]([F:22])=[CH:21][C:15]2[S:14][C:13]([NH:12][C:10]3[N:9]([CH3:24])[C:8]4[CH:25]=[CH:26][C:5]([C:3]([OH:4])=[O:2])=[CH:6][C:7]=4[N:11]=3)=[N:17][C:16]=2[CH:18]=1. (6) Given the reactants [F:1][C:2]1[CH:7]=[CH:6][C:5]([C:8]2[C:18]([C:19]3[CH:24]=[CH:23][C:22](=[O:25])[N:21]([C:26]4[CH:31]=[CH:30][CH:29]=[CH:28][C:27]=4[CH3:32])[N:20]=3)=[C:11]3[NH:12][CH2:13][CH:14]([CH:16]=O)[CH2:15][N:10]3[N:9]=2)=[CH:4][CH:3]=1.[NH2:33][OH:34].ClCCl, predict the reaction product. The product is: [F:1][C:2]1[CH:3]=[CH:4][C:5]([C:8]2[C:18]([C:19]3[CH:24]=[CH:23][C:22](=[O:25])[N:21]([C:26]4[CH:31]=[CH:30][CH:29]=[CH:28][C:27]=4[CH3:32])[N:20]=3)=[C:11]3[NH:12][CH2:13][CH:14]([CH:16]=[N:33][OH:34])[CH2:15][N:10]3[N:9]=2)=[CH:6][CH:7]=1. (7) Given the reactants C(N(CC1C=CC=CC=1)[C:9]1([CH2:14][NH:15][C:16]2[C:25]3[C:20](=[CH:21][CH:22]=[C:23]([CH3:26])[CH:24]=3)[N:19]=[C:18]([N:27]3[CH2:33][C:32]4[CH:34]=[CH:35][CH:36]=[CH:37][C:31]=4[S:30](=[O:39])(=[O:38])[CH2:29][CH2:28]3)[CH:17]=2)[CH2:13]COC1)C1C=CC=CC=1.C(N)CC[CH2:50][CH2:51][CH2:52][CH2:53][CH2:54][NH2:55], predict the reaction product. The product is: [O:38]=[S:30]1(=[O:39])[C:31]2[CH:37]=[CH:36][CH:35]=[CH:34][C:32]=2[CH2:33][N:27]([C:18]2[CH:17]=[C:16]([NH:15][CH2:14][CH2:9][CH2:13][CH2:50][CH2:51][CH2:52][CH2:53][CH2:54][NH2:55])[C:25]3[C:24](=[C:23]([CH3:26])[CH:22]=[CH:21][CH:20]=3)[N:19]=2)[CH2:28][CH2:29]1.